This data is from Forward reaction prediction with 1.9M reactions from USPTO patents (1976-2016). The task is: Predict the product of the given reaction. Given the reactants I[C:2]1[CH:7]=[CH:6][N:5]([CH2:8][CH2:9][C@@:10]([CH3:25])([S:21]([CH3:24])(=[O:23])=[O:22])[C:11]([NH:13][O:14][C@@H:15]2[CH2:20][CH2:19][CH2:18][CH2:17][O:16]2)=[O:12])[C:4](=[O:26])[CH:3]=1.[F:27][C:28]1[CH:29]=[C:30]([CH:46]=[CH:47][C:48]=1B1OC(C)(C)C(C)(C)O1)[O:31][CH2:32][C@H:33]1[CH2:38][CH2:37][C@H:36]([O:39][CH:40]2[CH2:45][CH2:44][CH2:43][CH2:42][O:41]2)[CH2:35][CH2:34]1.C(N)(=O)CCC, predict the reaction product. The product is: [F:27][C:28]1[CH:29]=[C:30]([O:31][CH2:32][C@H:33]2[CH2:38][CH2:37][C@H:36]([O:39][CH:40]3[CH2:45][CH2:44][CH2:43][CH2:42][O:41]3)[CH2:35][CH2:34]2)[CH:46]=[CH:47][C:48]=1[C:2]1[CH:7]=[CH:6][N:5]([CH2:8][CH2:9][C@@:10]([CH3:25])([S:21]([CH3:24])(=[O:23])=[O:22])[C:11]([NH:13][O:14][CH:15]2[CH2:20][CH2:19][CH2:18][CH2:17][O:16]2)=[O:12])[C:4](=[O:26])[CH:3]=1.